Dataset: Peptide-MHC class I binding affinity with 185,985 pairs from IEDB/IMGT. Task: Regression. Given a peptide amino acid sequence and an MHC pseudo amino acid sequence, predict their binding affinity value. This is MHC class I binding data. (1) The MHC is HLA-A30:01 with pseudo-sequence HLA-A30:01. The peptide sequence is QFNFNGHTY. The binding affinity (normalized) is 0.0193. (2) The peptide sequence is SQRVEFLEY. The MHC is HLA-A02:12 with pseudo-sequence HLA-A02:12. The binding affinity (normalized) is 0.0847. (3) The peptide sequence is LTVKHMANV. The MHC is HLA-A69:01 with pseudo-sequence HLA-A69:01. The binding affinity (normalized) is 0.872. (4) The peptide sequence is HSYAGDAAEH. The MHC is HLA-A11:01 with pseudo-sequence HLA-A11:01. The binding affinity (normalized) is 0.0955.